From a dataset of Forward reaction prediction with 1.9M reactions from USPTO patents (1976-2016). Predict the product of the given reaction. (1) Given the reactants [Br:1][C:2]1[CH:17]=[CH:16][C:5]([O:6][C:7]2[CH:15]=[CH:14][C:10]([CH:11]=[N:12][OH:13])=[CH:9][CH:8]=2)=[C:4](Cl)[CH:3]=1.BrC1C=CC(OC2C=CC(C=O)=CC=2)=C([C:35]([F:38])([F:37])[F:36])C=1, predict the reaction product. The product is: [Br:1][C:2]1[CH:17]=[CH:16][C:5]([O:6][C:7]2[CH:15]=[CH:14][C:10]([CH:11]=[N:12][OH:13])=[CH:9][CH:8]=2)=[C:4]([C:35]([F:38])([F:37])[F:36])[CH:3]=1. (2) Given the reactants [Cl:1][C:2]1[C:3]([CH:31]=O)=[C:4]([O:26][C:27]([F:30])([F:29])[F:28])[CH:5]=[C:6]2[C:11]=1[N:10]=[CH:9][N:8]([CH2:12][C:13]1[CH:18]=[C:17]([Cl:19])[CH:16]=[CH:15][C:14]=1[S:20]([CH2:23][CH3:24])(=[O:22])=[O:21])[C:7]2=[O:25].[NH:33]1[CH2:37][CH2:36][C@@H:35]([NH:38][C:39](=[O:45])[O:40][C:41]([CH3:44])([CH3:43])[CH3:42])[CH2:34]1, predict the reaction product. The product is: [Cl:1][C:2]1[C:3]([CH2:31][N:33]2[CH2:37][CH2:36][C@@H:35]([NH:38][C:39](=[O:45])[O:40][C:41]([CH3:43])([CH3:42])[CH3:44])[CH2:34]2)=[C:4]([O:26][C:27]([F:29])([F:28])[F:30])[CH:5]=[C:6]2[C:11]=1[N:10]=[CH:9][N:8]([CH2:12][C:13]1[CH:18]=[C:17]([Cl:19])[CH:16]=[CH:15][C:14]=1[S:20]([CH2:23][CH3:24])(=[O:22])=[O:21])[C:7]2=[O:25]. (3) Given the reactants [H-].[Al+3].[Li+].[H-].[H-].[H-].C[O:8][C:9]([C@@H:11]1[CH2:16][CH2:15][CH2:14][CH2:13][N:12]1[CH2:17][C:18]1[CH:23]=[CH:22][CH:21]=[CH:20][CH:19]=1)=O, predict the reaction product. The product is: [CH2:17]([N:12]1[CH2:13][CH2:14][CH2:15][CH2:16][C@H:11]1[CH2:9][OH:8])[C:18]1[CH:23]=[CH:22][CH:21]=[CH:20][CH:19]=1. (4) Given the reactants O[CH:2]([C:18]1[CH:23]=[CH:22][CH:21]=[CH:20][CH:19]=1)[CH2:3][CH2:4][CH2:5][CH2:6][N:7]1[C:15](=[O:16])[C:14]2[C:9](=[CH:10][CH:11]=[CH:12][CH:13]=2)[C:8]1=[O:17].[F:24][C:25]([F:34])([F:33])[C:26]1[CH:31]=[CH:30][C:29]([SH:32])=[CH:28][CH:27]=1.C1(P(C2C=CC=CC=2)C2C=CC=CC=2)C=CC=CC=1, predict the reaction product. The product is: [C:18]1([CH:2]([S:32][C:29]2[CH:28]=[CH:27][C:26]([C:25]([F:24])([F:33])[F:34])=[CH:31][CH:30]=2)[CH2:3][CH2:4][CH2:5][CH2:6][N:7]2[C:15](=[O:16])[C:14]3[C:9](=[CH:10][CH:11]=[CH:12][CH:13]=3)[C:8]2=[O:17])[CH:23]=[CH:22][CH:21]=[CH:20][CH:19]=1. (5) Given the reactants [OH:1][C@@H:2]([C:14]1[C:23]2[C:18](=[CH:19][CH:20]=[C:21]([O:24][CH3:25])[CH:22]=2)[N:17]=[CH:16][CH:15]=1)[CH2:3][CH2:4][C@@H:5]1[CH2:10][CH2:9][NH:8][CH2:7][C@@H:6]1[C:11]([OH:13])=[O:12].O[CH:27]([C:39]1[C:48]2[C:43](=[CH:44][CH:45]=[C:46](OC)[CH:47]=2)N=[CH:41][CH:40]=1)CC[C@@H]1CCNC[C@@H]1C(O)=O, predict the reaction product. The product is: [OH:1][CH:2]([C:14]1[C:23]2[C:18](=[CH:19][CH:20]=[C:21]([O:24][CH3:25])[CH:22]=2)[N:17]=[CH:16][CH:15]=1)[CH2:3][CH2:4][C@@H:5]1[CH2:10][CH2:9][N:8]([CH:41]2[CH2:27][CH:39]([C:48]3[CH:47]=[CH:46][CH:45]=[CH:44][CH:43]=3)[CH2:40]2)[CH2:7][C@@H:6]1[C:11]([OH:13])=[O:12].